Dataset: Full USPTO retrosynthesis dataset with 1.9M reactions from patents (1976-2016). Task: Predict the reactants needed to synthesize the given product. (1) Given the product [Cl:37][C:34]1[CH:35]=[CH:36][C:31]([N:26]([C:27](=[O:30])[CH2:28][CH3:29])[C@H:9]2[C:8]3[C:13](=[CH:14][CH:15]=[C:6]([CH:5]=[CH:4][C:3]([OH:38])=[O:2])[CH:7]=3)[N:12]([C:16](=[O:24])[C:17]3[CH:18]=[CH:19][C:20]([F:23])=[CH:21][CH:22]=3)[C@@H:11]([CH3:25])[CH2:10]2)=[CH:32][CH:33]=1, predict the reactants needed to synthesize it. The reactants are: C[O:2][C:3](=[O:38])[CH:4]=[CH:5][C:6]1[CH:7]=[C:8]2[C:13](=[CH:14][CH:15]=1)[N:12]([C:16](=[O:24])[C:17]1[CH:22]=[CH:21][C:20]([F:23])=[CH:19][CH:18]=1)[C@@H:11]([CH3:25])[CH2:10][C@H:9]2[N:26]([C:31]1[CH:36]=[CH:35][C:34]([Cl:37])=[CH:33][CH:32]=1)[C:27](=[O:30])[CH2:28][CH3:29]. (2) The reactants are: [C:1]([O:5][C:6]([NH:8][CH:9]1[CH2:13][CH2:12][NH:11][CH2:10]1)=[O:7])([CH3:4])([CH3:3])[CH3:2].C(N(CC)CC)C.[CH3:21][O:22][C:23]1[CH:28]=[CH:27][C:26]([N:29]2[C:38]3[C:33](=[CH:34][C:35]([F:40])=[C:36](F)[CH:37]=3)[C:32](=[O:41])[N:31]([O:42][CH2:43][C:44]3[CH:49]=[CH:48][CH:47]=[CH:46][CH:45]=3)[C:30]2=[O:50])=[CH:25][CH:24]=1. Given the product [CH3:21][O:22][C:23]1[CH:24]=[CH:25][C:26]([N:29]2[C:38]3[C:33](=[CH:34][C:35]([F:40])=[C:36]([N:11]4[CH2:12][CH2:13][CH:9]([NH:8][C:6]([O:5][C:1]([CH3:4])([CH3:2])[CH3:3])=[O:7])[CH2:10]4)[CH:37]=3)[C:32](=[O:41])[N:31]([O:42][CH2:43][C:44]3[CH:45]=[CH:46][CH:47]=[CH:48][CH:49]=3)[C:30]2=[O:50])=[CH:27][CH:28]=1, predict the reactants needed to synthesize it. (3) Given the product [Cl:25][C:26]1[CH:27]=[C:28]([CH2:33][CH2:34][NH:35][CH2:20][C:19]2[CH:22]=[CH:23][CH:24]=[C:17]([C:15]3[O:14][N:13]=[C:12]([CH2:1][CH2:2][CH2:3][CH2:4][CH2:5][CH2:6][CH2:7][CH2:8][CH2:9][CH2:10][CH3:11])[N:16]=3)[CH:18]=2)[CH:29]=[CH:30][C:31]=1[Cl:32], predict the reactants needed to synthesize it. The reactants are: [CH2:1]([C:12]1[N:16]=[C:15]([C:17]2[CH:18]=[C:19]([CH:22]=[CH:23][CH:24]=2)[CH:20]=O)[O:14][N:13]=1)[CH2:2][CH2:3][CH2:4][CH2:5][CH2:6][CH2:7][CH2:8][CH2:9][CH2:10][CH3:11].[Cl:25][C:26]1[CH:27]=[C:28]([CH2:33][CH2:34][NH2:35])[CH:29]=[CH:30][C:31]=1[Cl:32]. (4) Given the product [CH3:23][O:24][C:25]1[CH:26]=[C:27]([CH:30]=[CH:31][CH:32]=1)[CH2:28][NH:29][C:2]1[NH:7][C:6]([C:8]2[CH:9]=[C:10]3[C:15](=[CH:16][CH:17]=2)[N:14]=[CH:13][CH:12]=[CH:11]3)=[CH:5][C:4](=[O:22])[N:3]=1, predict the reactants needed to synthesize it. The reactants are: Cl[C:2]1[N:7]=[C:6]([C:8]2[CH:9]=[C:10]3[C:15](=[CH:16][CH:17]=2)[N:14]=[CH:13][CH:12]=[CH:11]3)[CH:5]=[C:4](Cl)[N:3]=1.CC([OH:22])C.[CH3:23][O:24][C:25]1[CH:26]=[C:27]([CH:30]=[CH:31][CH:32]=1)[CH2:28][NH2:29].Cl.O1CCOCC1. (5) Given the product [C:49]([N:46]1[CH2:45][CH2:44][CH:43]([C:9]2[CH:8]=[CH:7][C:3]([C:4]([NH2:6])=[O:5])=[C:2]([NH:12][C:13]3[CH:14]=[CH:15][C:16]([C:17]([N:19]4[CH2:24][CH2:23][CH2:22][CH:21]([NH:25][C:26](=[O:32])[CH2:76][CH2:75][O:74][CH2:73][CH2:72][O:71][CH2:70][CH2:69][O:68][CH2:67][CH2:66][O:65][CH2:64][CH2:63][NH:62][C:61](=[O:80])[CH2:94][CH2:93][CH2:92][CH2:91][C@H:90]5[CH:85]6[CH:86]([NH:87][C:83](=[O:82])[NH:84]6)[CH2:88][S:89]5)[CH2:20]4)=[O:18])=[CH:33][CH:34]=3)[N:10]=2)[CH2:48][CH2:47]1)(=[O:51])[CH:98]=[CH2:99], predict the reactants needed to synthesize it. The reactants are: Cl[C:2]1[N:10]=[C:9](Cl)[CH:8]=[CH:7][C:3]=1[C:4]([NH2:6])=[O:5].[NH2:12][C:13]1[CH:34]=[CH:33][C:16]([C:17]([N:19]2[CH2:24][CH2:23][CH2:22][CH:21]([NH:25][C:26](=[O:32])OC(C)(C)C)[CH2:20]2)=[O:18])=[CH:15][CH:14]=1.CC1(C)C(C)(C)OB([C:43]2[CH2:48][CH2:47][N:46]([C:49]([O:51]C(C)(C)C)=O)[CH2:45][CH:44]=2)O1.CC(C)(O[C:61](=[O:80])[NH:62][CH2:63][CH2:64][O:65][CH2:66][CH2:67][O:68][CH2:69][CH2:70][O:71][CH2:72][CH2:73][O:74][CH2:75][CH2:76]C(O)=O)C.[O:82]=[C:83]1[NH:87][CH:86]2[CH2:88][S:89][C@@H:90]([CH2:91][CH2:92][CH2:93][CH2:94]C(O)=O)[CH:85]2[NH:84]1.[C:98](O)(=O)[CH:99]=C. (6) Given the product [CH2:1]([C:8]1[CH:9]=[CH:10][C:11]2[O:15][C:14]([C:16]3[CH:23]=[CH:22][C:19]([CH:20]([OH:21])[CH3:26])=[CH:18][C:17]=3[F:24])=[CH:13][C:12]=2[CH:25]=1)[C:2]1[CH:7]=[CH:6][CH:5]=[CH:4][CH:3]=1, predict the reactants needed to synthesize it. The reactants are: [CH2:1]([C:8]1[CH:9]=[CH:10][C:11]2[O:15][C:14]([C:16]3[CH:23]=[CH:22][C:19]([CH:20]=[O:21])=[CH:18][C:17]=3[F:24])=[CH:13][C:12]=2[CH:25]=1)[C:2]1[CH:7]=[CH:6][CH:5]=[CH:4][CH:3]=1.[CH3:26][Mg]Br.[NH4+].[Cl-]. (7) Given the product [CH2:14]([O:13][C:11]1[CH:12]=[C:7]([CH:6]([N:42]2[C:43]3[C:39](=[CH:38][C:37]([O:36][CH2:35][CH2:34][C:31]4[CH:30]=[CH:29][C:28]5[CH2:27][CH2:26][CH2:25][NH:24][C:33]=5[N:32]=4)=[CH:45][CH:44]=3)[CH:40]=[CH:41]2)[CH2:5][C:4]([OH:3])=[O:16])[CH:8]=[N:9][CH:10]=1)[CH3:15], predict the reactants needed to synthesize it. The reactants are: C([O:3][C:4](=[O:16])[C:5]#[C:6][C:7]1[CH:8]=[N:9][CH:10]=[C:11]([O:13][CH2:14][CH3:15])[CH:12]=1)C.C(OC([N:24]1[C:33]2[C:28](=[CH:29][CH:30]=[C:31]([CH2:34][CH2:35][O:36][C:37]3[CH:38]=[C:39]4[C:43](=[CH:44][CH:45]=3)[NH:42][CH:41]=[CH:40]4)[N:32]=2)[CH2:27][CH2:26][CH2:25]1)=O)(C)(C)C. (8) Given the product [F:29][C:4]1[CH:3]=[C:2]([NH:1][C:56]([NH:55][C:53](=[O:54])[CH2:52][C:49]2[CH:50]=[CH:51][C:46]([F:45])=[CH:47][CH:48]=2)=[S:57])[CH:28]=[CH:27][C:5]=1[O:6][C:7]1[N:12]=[CH:11][N:10]=[C:9]([NH:13][C:14]([N:16]2[CH2:21][CH2:20][CH:19]([CH2:22][N:23]3[CH2:26][CH2:25][CH2:24]3)[CH2:18][CH2:17]2)=[O:15])[CH:8]=1, predict the reactants needed to synthesize it. The reactants are: [NH2:1][C:2]1[CH:28]=[CH:27][C:5]([O:6][C:7]2[N:12]=[CH:11][N:10]=[C:9]([NH:13][C:14]([N:16]3[CH2:21][CH2:20][CH:19]([CH2:22][N:23]4[CH2:26][CH2:25][CH2:24]4)[CH2:18][CH2:17]3)=[O:15])[CH:8]=2)=[C:4]([F:29])[CH:3]=1.[C@]12(CS(O)(=O)=O)C(C)(C)C(CC1)CC2=O.[F:45][C:46]1[CH:51]=[CH:50][C:49]([CH2:52][C:53]([N:55]=[C:56]=[S:57])=[O:54])=[CH:48][CH:47]=1.C(OCC)C.